This data is from Catalyst prediction with 721,799 reactions and 888 catalyst types from USPTO. The task is: Predict which catalyst facilitates the given reaction. (1) Reactant: [F:1][C:2]1[CH:7]=[C:6]([N:8]2[CH:13]=[CH:12][CH:11]=[CH:10][C:9]2=[O:14])[CH:5]=[CH:4][C:3]=1[NH:15][C:16]([CH:18]1[CH2:20][CH:19]1[C:21]([OH:23])=[O:22])=[O:17].[CH3:24]O. Product: [CH3:24][O:22][C:21]([CH:19]1[CH2:20][CH:18]1[C:16](=[O:17])[NH:15][C:3]1[CH:4]=[CH:5][C:6]([N:8]2[CH:13]=[CH:12][CH:11]=[CH:10][C:9]2=[O:14])=[CH:7][C:2]=1[F:1])=[O:23]. The catalyst class is: 309. (2) Reactant: Br[Mg][CH:3]1[CH2:5][CH2:4]1.[O:6]=[C:7]1[CH2:14][CH2:13][CH2:12][CH2:11][N:10]([C:15]([O:17][CH2:18][C:19]2[CH:24]=[CH:23][CH:22]=[CH:21][CH:20]=2)=[O:16])[CH2:9][CH2:8]1.[NH4+].[Cl-]. Product: [CH:3]1([C:7]2([OH:6])[CH2:14][CH2:13][CH2:12][CH2:11][N:10]([C:15]([O:17][CH2:18][C:19]3[CH:24]=[CH:23][CH:22]=[CH:21][CH:20]=3)=[O:16])[CH2:9][CH2:8]2)[CH2:5][CH2:4]1. The catalyst class is: 1.